From a dataset of Reaction yield outcomes from USPTO patents with 853,638 reactions. Predict the reaction yield, written as a fraction of the theoretical maximum amount of product (1.0 means a 100% yield; for example, 0.34 means a 34% yield). (1) The reactants are [CH3:1][O:2][C:3]1[CH:22]=[CH:21][C:6]2[NH:7][C:8]([S:10][CH2:11][C:12]3[C:17]([CH3:18])=[C:16](Cl)[C:15]([CH3:20])=[CH:14][N:13]=3)=[N:9][C:5]=2[CH:4]=1.[CH3:23][OH:24].C[O-].[Na+].Cl. The catalyst is C(OCC)(=O)C. The product is [CH3:1][O:2][C:3]1[CH:22]=[CH:21][C:6]2[NH:7][C:8]([S:10][CH2:11][C:12]3[C:17]([CH3:18])=[C:16]([O:24][CH3:23])[C:15]([CH3:20])=[CH:14][N:13]=3)=[N:9][C:5]=2[CH:4]=1. The yield is 0.850. (2) The reactants are C([O:8][C:9]1[CH:14]=[CH:13][C:12]([NH:15][C:16]2[N:21]=[C:20]([NH:22][CH:23]3[CH2:29][CH2:28][CH2:27][CH2:26][CH2:25][CH2:24]3)[N:19]=[C:18]([N:30]([CH3:37])[CH:31]3[CH2:36][CH2:35][NH:34][CH2:33][CH2:32]3)[N:17]=2)=[CH:11][C:10]=1Cl)C1C=CC=CC=1.C([O-])=O.[NH4+].C(Cl)Cl. The catalyst is O.CO.[Pd]. The product is [CH:23]1([NH:22][C:20]2[N:19]=[C:18]([N:30]([CH3:37])[CH:31]3[CH2:36][CH2:35][NH:34][CH2:33][CH2:32]3)[N:17]=[C:16]([NH:15][C:12]3[CH:11]=[CH:10][C:9]([OH:8])=[CH:14][CH:13]=3)[N:21]=2)[CH2:24][CH2:25][CH2:26][CH2:27][CH2:28][CH2:29]1. The yield is 0.440. (3) The reactants are [CH:1]([N:4]1[C:8]([C:9]2[N:10]=[C:11]3[C:17]4[CH:18]=[CH:19][C:20](B5OC(C)(C)C(C)(C)O5)=[CH:21][C:16]=4[O:15][CH2:14][CH2:13][N:12]3[CH:31]=2)=[N:7][CH:6]=[N:5]1)([CH3:3])[CH3:2].Br[C:33]1[N:34]=[CH:35][N:36]([CH2:38][C:39]([CH3:42])([OH:41])[CH3:40])[CH:37]=1.BrC1N(CC(C)(O)C)C=NC=1.COCCOC.C(=O)([O-])[O-].[Cs+].[Cs+].O. The catalyst is C1C=CC(P(C2C=CC=CC=2)[C-]2C=CC=C2)=CC=1.C1C=CC(P(C2C=CC=CC=2)[C-]2C=CC=C2)=CC=1.Cl[Pd]Cl.[Fe+2]. The product is [CH:1]([N:4]1[C:8]([C:9]2[N:10]=[C:11]3[C:17]4[CH:18]=[CH:19][C:20]([C:33]5[N:34]=[CH:35][N:36]([CH2:38][C:39]([CH3:42])([OH:41])[CH3:40])[CH:37]=5)=[CH:21][C:16]=4[O:15][CH2:14][CH2:13][N:12]3[CH:31]=2)=[N:7][CH:6]=[N:5]1)([CH3:3])[CH3:2]. The yield is 0.120. (4) The reactants are [Cl:1][C:2]1[CH:15]=[CH:14][C:5]([C:6](OC(CC=C)C)=[O:7])=[C:4]([O:16][C@H:17]([CH2:19][CH:20]=[CH2:21])[CH3:18])[CH:3]=1.[H-].[Al+3].[Li+].[H-].[H-].[H-]. The catalyst is C1COCC1. The product is [Cl:1][C:2]1[CH:15]=[CH:14][C:5]([CH2:6][OH:7])=[C:4]([O:16][C@H:17]([CH2:19][CH:20]=[CH2:21])[CH3:18])[CH:3]=1. The yield is 0.960. (5) The yield is 0.900. The reactants are [NH2:1][C:2]1[NH:3][C:4](=O)[C:5]2[S:10][C:9](=[O:11])[N:8]([C@@H:12]3[O:24][C@H:23]([CH2:25][O:26][C:27](=[O:29])[CH3:28])[C@@H:18]([O:19][C:20](=[O:22])[CH3:21])[C@H:13]3[O:14][C:15](=[O:17])[CH3:16])[C:6]=2[N:7]=1.P12(SP3(SP(SP(S3)(S1)=S)(=S)S2)=S)=[S:32]. The product is [NH2:1][C:2]1[NH:3][C:4](=[S:32])[C:5]2[S:10][C:9](=[O:11])[N:8]([C@@H:12]3[O:24][C@H:23]([CH2:25][O:26][C:27](=[O:29])[CH3:28])[C@@H:18]([O:19][C:20](=[O:22])[CH3:21])[C@H:13]3[O:14][C:15](=[O:17])[CH3:16])[C:6]=2[N:7]=1. The catalyst is N1C=CC=CC=1. (6) The reactants are [Si:1]([O:8][CH2:9][CH2:10][O:11][CH2:12][C:13]1[CH:18]=[CH:17][C:16]([CH2:19][OH:20])=[CH:15][CH:14]=1)([C:4]([CH3:7])([CH3:6])[CH3:5])([CH3:3])[CH3:2].[C:21]([N:25]1[C:30](=[O:31])[C:29]([Cl:32])=[C:28](O)[CH:27]=[N:26]1)([CH3:24])([CH3:23])[CH3:22].C1C=CC(P(C2C=CC=CC=2)C2C=CC=CC=2)=CC=1.N(C(OC(C)C)=O)=NC(OC(C)C)=O. The catalyst is C1COCC1.O. The product is [C:21]([N:25]1[C:30](=[O:31])[C:29]([Cl:32])=[C:28]([O:20][CH2:19][C:16]2[CH:17]=[CH:18][C:13]([CH2:12][O:11][CH2:10][CH2:9][O:8][Si:1]([C:4]([CH3:7])([CH3:6])[CH3:5])([CH3:3])[CH3:2])=[CH:14][CH:15]=2)[CH:27]=[N:26]1)([CH3:24])([CH3:22])[CH3:23]. The yield is 0.890. (7) The reactants are Br[C:2]1[CH:3]=[C:4]([CH2:8][C:9]([O:11][CH3:12])=[O:10])[CH:5]=[CH:6][CH:7]=1.C[O-].C([Sn+](CCCC)CCCC)CCC.C([O:31][C:32]([CH3:34])=[CH2:33])(=O)C.C1(C)C=CC=CC=1P(C1C=CC=CC=1C)C1C=CC=CC=1C.[F-].[K+]. The catalyst is C1(C)C=CC=CC=1.C([O-])(=O)C.[Pd+2].C([O-])(=O)C.CCOC(C)=O. The product is [O:31]=[C:32]([CH3:34])[CH2:33][C:2]1[CH:3]=[C:4]([CH2:8][C:9]([O:11][CH3:12])=[O:10])[CH:5]=[CH:6][CH:7]=1. The yield is 0.660. (8) The reactants are [CH2:1]([O:4][C@@H:5]1[C@@H:9]([CH2:10][O:11][Si](C(C)(C)C)(C)C)[O:8][C@@H:7]([N:19]2[C:32]3[N:31]=[CH:30][N:29]=[C:23]([N:24]=CN(C)C)[C:22]=3[N:21]=[CH:20]2)[CH2:6]1)[CH:2]=[CH2:3]. The catalyst is C1COCC1.CCCC[N+](CCCC)(CCCC)CCCC.[F-]. The product is [CH2:1]([O:4][C@@H:5]1[C@@H:9]([CH2:10][OH:11])[O:8][C@@H:7]([N:19]2[C:32]3[N:31]=[CH:30][N:29]=[C:23]([NH2:24])[C:22]=3[N:21]=[CH:20]2)[CH2:6]1)[CH:2]=[CH2:3]. The yield is 0.990. (9) The reactants are Br[C:2]1[CH:3]=[C:4]([N+:9]([O-:11])=[O:10])[C:5]([NH2:8])=[N:6][CH:7]=1.[C:12]([N:19]1[CH2:24][CH2:23][NH:22][CH2:21][CH2:20]1)([O:14][C:15]([CH3:18])([CH3:17])[CH3:16])=[O:13].[Li+].C[Si]([N-][Si](C)(C)C)(C)C.[Cl-].[NH4+]. The catalyst is CCOC(C)=O.O.CC(OC1C=CC=C(OC(C)C)C=1C1C(P(C2CCCCC2)C2CCCCC2)=CC=CC=1)C.CC(OC)(C)C.C1C=[C-]C(CCN)=CC=1.Cl[Pd+].C1COCC1. The product is [NH2:8][C:5]1[N:6]=[CH:7][C:2]([N:22]2[CH2:21][CH2:20][N:19]([C:12]([O:14][C:15]([CH3:18])([CH3:17])[CH3:16])=[O:13])[CH2:24][CH2:23]2)=[CH:3][C:4]=1[N+:9]([O-:11])=[O:10]. The yield is 0.110. (10) The yield is 0.900. No catalyst specified. The reactants are [N+:1]([C:4]1[CH:13]=[C:12]2[C:7]([CH2:8][CH2:9][CH:10]([NH2:14])[CH2:11]2)=[CH:6][CH:5]=1)([O-])=O.[C:15](O[C:15]([C:17]([F:20])([F:19])[F:18])=[O:16])([C:17]([F:20])([F:19])[F:18])=[O:16].NC1C=CC=CC=1. The product is [NH2:1][C:4]1[CH:13]=[C:12]2[C:7]([CH2:8][CH2:9][CH:10]([NH:14][C:15](=[O:16])[C:17]([F:20])([F:19])[F:18])[CH2:11]2)=[CH:6][CH:5]=1.